Predict the product of the given reaction. From a dataset of Forward reaction prediction with 1.9M reactions from USPTO patents (1976-2016). (1) Given the reactants [Cl:1][C:2]1[CH:6]=[CH:5][S:4][C:3]=1[C:7]([OH:9])=O.[CH3:10][NH:11][C:12]1[N:17]=[C:16]([CH2:18][CH2:19][O:20][C:21]2[CH:22]=[CH:23][C:24]([CH2:27][C@@H:28]([C:30]([O:32]C)=[O:31])[NH2:29])=[N:25][CH:26]=2)[CH:15]=[CH:14][CH:13]=1.OP=O.CCN=C=NCCCN(C)C.C([O-])(O)=O.[Na+].[OH-].[Na+], predict the reaction product. The product is: [Cl:1][C:2]1[CH:6]=[CH:5][S:4][C:3]=1[C:7]([NH:29][C@H:28]([C:30]([OH:32])=[O:31])[CH2:27][C:24]1[CH:23]=[CH:22][C:21]([O:20][CH2:19][CH2:18][C:16]2[CH:15]=[CH:14][CH:13]=[C:12]([NH:11][CH3:10])[N:17]=2)=[CH:26][N:25]=1)=[O:9]. (2) Given the reactants C(N(CC)CC)C.[C:8]([C:12]1[CH:13]=[C:14]([NH:30][S:31]([CH3:34])(=[O:33])=[O:32])[C:15]([O:28][CH3:29])=[C:16]([NH:18][C:19](=[O:27])OC2C=CC=CC=2)[CH:17]=1)([CH3:11])([CH3:10])[CH3:9].[NH2:35][C:36]1[C:45]2[C:40](=[CH:41][CH:42]=[CH:43][CH:44]=2)[C:39]([O:46][C:47]2[CH:52]=[CH:51][N:50]=[C:49]([NH:53][C:54]3[CH:59]=[CH:58][C:57]([P:60]([CH3:65])(=[O:64])[O:61][CH2:62][CH3:63])=[C:56]([Cl:66])[CH:55]=3)[CH:48]=2)=[CH:38][CH:37]=1, predict the reaction product. The product is: [C:8]([C:12]1[CH:13]=[C:14]([NH:30][S:31]([CH3:34])(=[O:32])=[O:33])[C:15]([O:28][CH3:29])=[C:16]([NH:18][C:19](=[O:27])[NH:35][C:36]2[C:45]3[C:40](=[CH:41][CH:42]=[CH:43][CH:44]=3)[C:39]([O:46][C:47]3[CH:52]=[CH:51][N:50]=[C:49]([NH:53][C:54]4[CH:59]=[CH:58][C:57]([P:60]([CH3:65])(=[O:64])[O:61][CH2:62][CH3:63])=[C:56]([Cl:66])[CH:55]=4)[CH:48]=3)=[CH:38][CH:37]=2)[CH:17]=1)([CH3:10])([CH3:9])[CH3:11].